This data is from Merck oncology drug combination screen with 23,052 pairs across 39 cell lines. The task is: Regression. Given two drug SMILES strings and cell line genomic features, predict the synergy score measuring deviation from expected non-interaction effect. (1) Synergy scores: synergy=3.05. Drug 2: Cn1cc(-c2cnn3c(N)c(Br)c(C4CCCNC4)nc23)cn1. Drug 1: NC(=O)c1cccc2cn(-c3ccc(C4CCCNC4)cc3)nc12. Cell line: A427. (2) Drug 1: CC1CC2C3CCC4=CC(=O)C=CC4(C)C3(F)C(O)CC2(C)C1(O)C(=O)CO. Drug 2: O=C(O)C1(Cc2cccc(Nc3nccs3)n2)CCC(Oc2cccc(Cl)c2F)CC1. Cell line: PA1. Synergy scores: synergy=9.30. (3) Drug 1: NC1(c2ccc(-c3nc4ccn5c(=O)[nH]nc5c4cc3-c3ccccc3)cc2)CCC1. Drug 2: CCC1(O)C(=O)OCc2c1cc1n(c2=O)Cc2cc3c(CN(C)C)c(O)ccc3nc2-1. Cell line: SKOV3. Synergy scores: synergy=14.7.